The task is: Predict the product of the given reaction.. This data is from Forward reaction prediction with 1.9M reactions from USPTO patents (1976-2016). (1) Given the reactants [CH3:1][O:2][C:3]([C:5]1[CH:27]=[CH:26][C:8]([O:9]CCCCC[O:9][C:8]2[CH:26]=[CH:27][C:5]([C:3]([O:2][CH3:1])=[O:4])=[CH:6][CH:7]=2)=[CH:7][CH:6]=1)=[O:4].NO.Cl.[OH-].[Na+].Cl, predict the reaction product. The product is: [OH:9][C:8]1[CH:7]=[CH:6][C:5]([C:3]([O:2][CH3:1])=[O:4])=[CH:27][CH:26]=1. (2) Given the reactants [CH2:1]([NH:8][C@@H:9]([CH2:12][C:13]1[CH:18]=[CH:17][C:16]([S:19]([C:22]2[CH:27]=[CH:26][CH:25]=[CH:24][CH:23]=2)(=[O:21])=[O:20])=[CH:15][CH:14]=1)[CH2:10][OH:11])[C:2]1[CH:7]=[CH:6][CH:5]=[CH:4][CH:3]=1.[O:28]([CH2:35][C@@H:36]1[CH2:38][O:37]1)[C:29]1[CH:34]=[CH:33][CH:32]=[CH:31][CH:30]=1, predict the reaction product. The product is: [CH2:1]([N:8]([C@@H:9]([CH2:12][C:13]1[CH:18]=[CH:17][C:16]([S:19]([C:22]2[CH:27]=[CH:26][CH:25]=[CH:24][CH:23]=2)(=[O:21])=[O:20])=[CH:15][CH:14]=1)[CH2:10][OH:11])[CH2:38][C@H:36]([OH:37])[CH2:35][O:28][C:29]1[CH:34]=[CH:33][CH:32]=[CH:31][CH:30]=1)[C:2]1[CH:7]=[CH:6][CH:5]=[CH:4][CH:3]=1. (3) Given the reactants [CH:1]1([N:6]2[CH2:12][C:11]3([CH2:14][CH2:13]3)[C:10](=[O:15])[N:9]([CH3:16])[C:8]3[CH:17]=[N:18][C:19]([NH:21][C:22]4[CH:30]=[CH:29][C:25]([C:26]([OH:28])=O)=[CH:24][C:23]=4[O:31][CH3:32])=[N:20][C:7]2=3)[CH2:5][CH2:4][CH2:3][CH2:2]1.CCN(C(C)C)C(C)C.CN(C(ON1N=NC2C=CC=CC1=2)=[N+](C)C)C.[B-](F)(F)(F)F.[NH2:64][N:65]1[CH2:70][CH2:69][N:68]([CH2:71][CH2:72][OH:73])[CH2:67][CH2:66]1, predict the reaction product. The product is: [CH:1]1([N:6]2[CH2:12][C:11]3([CH2:14][CH2:13]3)[C:10](=[O:15])[N:9]([CH3:16])[C:8]3[CH:17]=[N:18][C:19]([NH:21][C:22]4[CH:30]=[CH:29][C:25]([C:26]([NH:64][N:65]5[CH2:70][CH2:69][N:68]([CH2:71][CH2:72][OH:73])[CH2:67][CH2:66]5)=[O:28])=[CH:24][C:23]=4[O:31][CH3:32])=[N:20][C:7]2=3)[CH2:2][CH2:3][CH2:4][CH2:5]1. (4) The product is: [C:1]([O:4][CH2:5][C:6]1[N:10]([CH:11]2[CH2:16][CH2:15][O:14][CH2:13][CH2:12]2)[C:9]2[CH:17]=[CH:18][C:19]([C:21]3[S:42][C:37]4[CH:38]=[CH:39][CH:40]=[CH:41][C:36]=4[N:35]=3)=[CH:20][C:8]=2[N:7]=1)(=[O:3])[CH3:2]. Given the reactants [C:1]([O:4][CH2:5][C:6]1[N:10]([CH:11]2[CH2:16][CH2:15][O:14][CH2:13][CH2:12]2)[C:9]2[CH:17]=[CH:18][C:19]([C:21](O)=O)=[CH:20][C:8]=2[N:7]=1)(=[O:3])[CH3:2].C(Cl)(=O)C(Cl)=O.CN(C)C=O.[NH2:35][C:36]1[CH:41]=[CH:40][CH:39]=[CH:38][C:37]=1[SH:42], predict the reaction product. (5) Given the reactants [CH3:1][CH2:2][CH2:3][C:4]1[CH:5]=[C:6]([C:10]([NH2:12])=[S:11])[CH:7]=[CH:8][N:9]=1.[Br:13][C:14]1[CH:23]=[CH:22][C:17]([C:18](=O)[CH2:19]Br)=[CH:16][CH:15]=1, predict the reaction product. The product is: [Br:13][C:14]1[CH:23]=[CH:22][C:17]([C:18]2[N:12]=[C:10]([C:6]3[CH:7]=[CH:8][N:9]=[C:4]([CH2:3][CH2:2][CH3:1])[CH:5]=3)[S:11][CH:19]=2)=[CH:16][CH:15]=1.